The task is: Predict the reactants needed to synthesize the given product.. This data is from Full USPTO retrosynthesis dataset with 1.9M reactions from patents (1976-2016). (1) Given the product [CH2:3]([O:6][C:7]1[CH:17]=[CH:16][C:10]([C:11]([O:13][CH2:14][CH3:15])=[O:12])=[CH:9][C:8]=1[CH:18]=[CH2:20])[CH:4]=[CH2:5], predict the reactants needed to synthesize it. The reactants are: [H-].[Na+].[CH2:3]([O:6][C:7]1[CH:17]=[CH:16][C:10]([C:11]([O:13][CH2:14][CH3:15])=[O:12])=[CH:9][C:8]=1[CH:18]=O)[CH:4]=[CH2:5].[CH2:20]1COCC1. (2) Given the product [CH:6]1([C:11]2([CH3:27])[N:15]([CH3:1])[C:14](=[O:16])[N:13]([CH2:17][C:18]3[CH:19]=[CH:20][C:21]([O:24][CH3:25])=[CH:22][CH:23]=3)[C:12]2=[O:26])[CH2:7][CH2:8][CH2:9][CH2:10]1, predict the reactants needed to synthesize it. The reactants are: [CH3:1]N(C=O)C.[CH:6]1([C:11]2([CH3:27])[NH:15][C:14](=[O:16])[N:13]([CH2:17][C:18]3[CH:23]=[CH:22][C:21]([O:24][CH3:25])=[CH:20][CH:19]=3)[C:12]2=[O:26])[CH2:10][CH2:9][CH2:8][CH2:7]1.[H-].[Na+].CI. (3) Given the product [NH:42]1[CH:46]=[C:45]([C:47]2[CH:48]=[C:49]([CH:50]=[CH:51][CH:52]=2)[O:53][CH2:2][C:3]2[CH:8]=[CH:7][C:6]([CH:9]3[CH2:14][CH2:13][N:12]([C:15]([O:17][CH2:18][C:19]4[CH:24]=[CH:23][CH:22]=[CH:21][CH:20]=4)=[O:16])[CH2:11][CH:10]3[O:25][CH2:26][C:27]3[CH:28]=[CH:29][C:30]4[O:35][CH2:34][CH2:33][N:32]([CH2:36][CH2:37][CH2:38][O:39][CH3:40])[C:31]=4[CH:41]=3)=[CH:5][CH:4]=2)[N:44]=[CH:43]1, predict the reactants needed to synthesize it. The reactants are: Cl[CH2:2][C:3]1[CH:8]=[CH:7][C:6]([CH:9]2[CH2:14][CH2:13][N:12]([C:15]([O:17][CH2:18][C:19]3[CH:24]=[CH:23][CH:22]=[CH:21][CH:20]=3)=[O:16])[CH2:11][CH:10]2[O:25][CH2:26][C:27]2[CH:28]=[CH:29][C:30]3[O:35][CH2:34][CH2:33][N:32]([CH2:36][CH2:37][CH2:38][O:39][CH3:40])[C:31]=3[CH:41]=2)=[CH:5][CH:4]=1.[NH:42]1[CH:46]=[C:45]([C:47]2[CH:48]=[C:49]([OH:53])[CH:50]=[CH:51][CH:52]=2)[N:44]=[CH:43]1. (4) Given the product [C:1]([O:5][C:6]([N:8]1[CH2:9][CH2:10][N:11]([C:14]2[C:23]([Cl:25])=[C:22]3[C:17]([CH2:18][CH2:19][NH:20][C:21]3=[O:24])=[CH:16][CH:15]=2)[CH2:12][CH2:13]1)=[O:7])([CH3:4])([CH3:2])[CH3:3], predict the reactants needed to synthesize it. The reactants are: [C:1]([O:5][C:6]([N:8]1[CH2:13][CH2:12][N:11]([C:14]2[CH:23]=[C:22]3[C:17]([CH2:18][CH2:19][NH:20][C:21]3=[O:24])=[CH:16][CH:15]=2)[CH2:10][CH2:9]1)=[O:7])([CH3:4])([CH3:3])[CH3:2].[Cl:25]N1C(=O)CCC1=O.CC(N=NC(C#N)(C)C)(C#N)C.C(Cl)(Cl)Cl.